Task: Predict the product of the given reaction.. Dataset: Forward reaction prediction with 1.9M reactions from USPTO patents (1976-2016) (1) Given the reactants C([O:3][C:4]([CH2:6][CH2:7][C:8]1([CH2:21][CH2:22][C:23]2([CH2:36][CH2:37][C:38](OCC)=[O:39])[C:35]3[CH:34]=[CH:33][CH:32]=[CH:31][C:30]=3[C:29]3[C:24]2=[CH:25][CH:26]=[CH:27][CH:28]=3)[C:20]2[CH:19]=[CH:18][CH:17]=[CH:16][C:15]=2[C:14]2[C:9]1=[CH:10][CH:11]=[CH:12][CH:13]=2)=O)C.O1CCCC1.[H-].[Na+].COCCO[Al+]OCCOC.[H-].[OH-].[Na+], predict the reaction product. The product is: [OH:3][CH2:4][CH2:6][CH2:7][C:8]1([CH2:21][CH2:22][C:23]2([CH2:36][CH2:37][CH2:38][OH:39])[C:24]3[CH:25]=[CH:26][CH:27]=[CH:28][C:29]=3[C:30]3[C:35]2=[CH:34][CH:33]=[CH:32][CH:31]=3)[C:20]2[CH:19]=[CH:18][CH:17]=[CH:16][C:15]=2[C:14]2[C:9]1=[CH:10][CH:11]=[CH:12][CH:13]=2. (2) Given the reactants [Br:1][C:2]1[C:3]([CH3:11])=[N+:4]([O-])[C:5]([O:8][CH3:9])=[CH:6][CH:7]=1.[C:12]([O:15]C(=O)C)(=[O:14])[CH3:13], predict the reaction product. The product is: [C:12]([O:15][CH2:11][C:3]1[C:2]([Br:1])=[CH:7][CH:6]=[C:5]([O:8][CH3:9])[N:4]=1)(=[O:14])[CH3:13]. (3) Given the reactants [CH:1]([O:4][C:5]1[C:10]([CH3:11])=[CH:9][CH:8]=[CH:7][C:6]=1[CH2:12][C@@H:13]([CH:15]1[CH2:20][CH2:19][NH:18][CH2:17][CH2:16]1)[OH:14])([CH3:3])[CH3:2].CO[CH:23](OC)[CH2:24][NH:25][CH:26]=[O:27].B(F)(F)F, predict the reaction product. The product is: [CH:1]([O:4][C:5]1[C:10]([CH3:11])=[CH:9][CH:8]=[C:7]2[C:6]=1[CH2:12][C@@H:13]([CH:15]1[CH2:16][CH2:17][NH:18][CH2:19][CH2:20]1)[O:14][C@H:23]2[CH2:24][NH:25][CH:26]=[O:27])([CH3:3])[CH3:2]. (4) The product is: [CH3:16][O:15][C:13]([NH:1][C@H:2]([C@@H:3]([CH3:4])[CH2:5][CH3:6])[CH2:21][C:22]([OH:17])=[O:10])=[O:14]. Given the reactants [NH2:1][C@H:2](C(O)=O)[C@H:3]([CH2:5][CH3:6])[CH3:4].[OH-:10].[Na+].Cl[C:13]([O:15][CH3:16])=[O:14].[O:17]1[CH2:22][CH2:21]OCC1, predict the reaction product. (5) Given the reactants [C:1]1([C:7]#[CH:8])[CH:6]=[CH:5][CH:4]=[CH:3][CH:2]=1.Br[C:10]1[C:11]([NH2:17])=[N:12][CH:13]=[C:14]([Br:16])[N:15]=1.C(N(CC)CC)C, predict the reaction product. The product is: [Br:16][C:14]1[N:15]=[C:10]([C:8]#[C:7][C:1]2[CH:6]=[CH:5][CH:4]=[CH:3][CH:2]=2)[C:11]([NH2:17])=[N:12][CH:13]=1. (6) Given the reactants [CH2:1](O)[C:2]1[CH:7]=[CH:6][CH:5]=[CH:4][CH:3]=1.CC(C)([O-])C.[K+].CC1C=CC(S(O[CH2:26][C@@H:27]2[CH2:36][CH2:35][C:34]3[C:29](=[CH:30][CH:31]=[C:32]([C@H:37]4[CH2:46][CH2:45][C@@:39]5([NH:43]C(=O)O[CH2:40]5)[CH2:38]4)[CH:33]=3)[CH2:28]2)(=O)=O)=CC=1.[OH2:47].[OH-:48].[Li+], predict the reaction product. The product is: [NH2:43][C@:39]1([CH2:40][OH:48])[CH2:45][CH2:46][C@H:37]([C:32]2[CH:31]=[CH:30][C:29]3[CH2:28][C@H:27]([CH2:26][O:47][CH2:1][C:2]4[CH:7]=[CH:6][CH:5]=[CH:4][CH:3]=4)[CH2:36][CH2:35][C:34]=3[CH:33]=2)[CH2:38]1.